Dataset: Full USPTO retrosynthesis dataset with 1.9M reactions from patents (1976-2016). Task: Predict the reactants needed to synthesize the given product. (1) The reactants are: [CH3:1][C:2]([CH3:29])([O:4][C:5]([NH:7][C@H:8]([CH2:13][C:14]1[CH:19]=[C:18]([F:20])[CH:17]=[CH:16][C:15]=1[O:21][CH2:22][C:23]1[CH:28]=[CH:27][CH:26]=[CH:25][CH:24]=1)[CH2:9][C:10](O)=[O:11])=[O:6])[CH3:3].Cl.[F:31][C:32]([F:44])([F:43])[C:33]1[N:34]=[CH:35][C:36]2[CH2:42][CH2:41][NH:40][CH2:39][C:37]=2[N:38]=1.C(N(C(C)C)CC)(C)C.ON1C2N=CC=CC=2N=N1.F[P-](F)(F)(F)(F)F.N1(OC(N(C)C)=[N+](C)C)C2N=CC=CC=2N=N1. Given the product [CH3:1][C:2]([CH3:29])([O:4][C:5]([NH:7][C@H:8]([CH2:13][C:14]1[CH:19]=[C:18]([F:20])[CH:17]=[CH:16][C:15]=1[O:21][CH2:22][C:23]1[CH:24]=[CH:25][CH:26]=[CH:27][CH:28]=1)[CH2:9][C:10]([N:40]1[CH2:41][CH2:42][C:36]2[CH:35]=[N:34][C:33]([C:32]([F:44])([F:31])[F:43])=[N:38][C:37]=2[CH2:39]1)=[O:11])=[O:6])[CH3:3], predict the reactants needed to synthesize it. (2) Given the product [CH3:1][N:2]1[C:6]2[CH:7]=[CH:8][C:9]([N:11]3[CH:16]=[C:15]([C:17]([NH:19][C:20]([CH3:27])([C:22]([OH:24])=[O:23])[CH3:21])=[O:18])[C:14](=[O:28])[N:13]([CH2:29][C:30]4[CH:35]=[CH:34][CH:33]=[C:32]([C:36]([F:37])([F:38])[F:39])[C:31]=4[CH3:40])[C:12]3=[O:41])=[CH:10][C:5]=2[N:4]([CH3:42])[C:3]1=[O:43], predict the reactants needed to synthesize it. The reactants are: [CH3:1][N:2]1[C:6]2[CH:7]=[CH:8][C:9]([N:11]3[CH:16]=[C:15]([C:17]([NH:19][C:20]([CH3:27])([C:22]([O:24]CC)=[O:23])[CH3:21])=[O:18])[C:14](=[O:28])[N:13]([CH2:29][C:30]4[CH:35]=[CH:34][CH:33]=[C:32]([C:36]([F:39])([F:38])[F:37])[C:31]=4[CH3:40])[C:12]3=[O:41])=[CH:10][C:5]=2[N:4]([CH3:42])[C:3]1=[O:43]. (3) Given the product [CH3:43][N:47]1[C:51]([CH2:46][CH2:1][O:38][C:35]2[CH:36]=[CH:37][C:32]([N:29]3[CH2:28][CH2:27][N:26]([C:23]4[CH:24]=[CH:25][C:20]5[N:21]([C:17]([C:16]([F:15])([F:39])[F:40])=[N:18][N:19]=5)[N:22]=4)[CH2:31][CH2:30]3)=[CH:33][CH:34]=2)=[CH:50][CH:49]=[N:48]1, predict the reactants needed to synthesize it. The reactants are: [CH3:1]C(OC(/N=N/C(OC(C)C)=O)=O)C.[F:15][C:16]([F:40])([F:39])[C:17]1[N:21]2[N:22]=[C:23]([N:26]3[CH2:31][CH2:30][N:29]([C:32]4[CH:37]=[CH:36][C:35]([OH:38])=[CH:34][CH:33]=4)[CH2:28][CH2:27]3)[CH:24]=[CH:25][C:20]2=[N:19][N:18]=1.FC(F)(F)[C:43]1[N:47]2[N:48]=[C:49](N3CCC(C4C=CC(O)=CC=4)CC3)[CH:50]=[CH:51][C:46]2=NN=1.C1(P(C2C=CC=CC=2)C2C=CC=CC=2)C=CC=CC=1. (4) Given the product [Cl:1][C:2]1[CH:27]=[C:26]([Cl:28])[CH:25]=[CH:24][C:3]=1[O:4][C:5]1[CH:10]=[CH:9][CH:8]=[CH:7][C:6]=1[NH:11][S:12]([C:15]1[CH:16]=[CH:17][C:18]([C:19]([N:40]2[CH2:41][CH2:42][N:37]([CH2:36][C:35]([N:29]3[CH2:30][CH2:31][O:32][CH2:33][CH2:34]3)=[O:43])[CH2:38][CH2:39]2)=[O:20])=[CH:22][CH:23]=1)(=[O:13])=[O:14], predict the reactants needed to synthesize it. The reactants are: [Cl:1][C:2]1[CH:27]=[C:26]([Cl:28])[CH:25]=[CH:24][C:3]=1[O:4][C:5]1[CH:10]=[CH:9][CH:8]=[CH:7][C:6]=1[NH:11][S:12]([C:15]1[CH:23]=[CH:22][C:18]([C:19](O)=[O:20])=[CH:17][CH:16]=1)(=[O:14])=[O:13].[N:29]1([C:35](=[O:43])[CH2:36][N:37]2[CH2:42][CH2:41][NH:40][CH2:39][CH2:38]2)[CH2:34][CH2:33][O:32][CH2:31][CH2:30]1.